From a dataset of Forward reaction prediction with 1.9M reactions from USPTO patents (1976-2016). Predict the product of the given reaction. (1) Given the reactants [CH2:1]([C:3]([OH:35])([CH2:33][CH3:34])/[CH:4]=[CH:5]/[C:6]1[CH:11]=[CH:10][C:9]([C:12]([CH2:30][CH3:31])([C:15]2[CH:20]=[CH:19][C:18](B3OC(C)(C)C(C)(C)O3)=[CH:17][CH:16]=2)[CH2:13][CH3:14])=[CH:8][C:7]=1[CH3:32])[CH3:2].[CH3:36][O:37][C:38](=[O:47])[CH2:39][C:40]1[CH:41]=[N:42][CH:43]=[C:44](Br)[CH:45]=1.P([O-])([O-])([O-])=O.[K+].[K+].[K+], predict the reaction product. The product is: [CH3:36][O:37][C:38](=[O:47])[CH2:39][C:40]1[CH:41]=[N:42][CH:43]=[C:44]([C:18]2[CH:17]=[CH:16][C:15]([C:12]([CH2:30][CH3:31])([C:9]3[CH:10]=[CH:11][C:6](/[CH:5]=[CH:4]/[C:3]([CH2:33][CH3:34])([OH:35])[CH2:1][CH3:2])=[C:7]([CH3:32])[CH:8]=3)[CH2:13][CH3:14])=[CH:20][CH:19]=2)[CH:45]=1. (2) Given the reactants C1(P(N=[N+]=[N-])(C2C=CC=CC=2)=[O:8])C=CC=CC=1.[Br:18][C:19]1[C:20](C(O)=O)=[CH:21][C:22]2[N:23]([CH:25]=[C:26]([C:28]3[CH:33]=[CH:32][CH:31]=[CH:30][CH:29]=3)[N:27]=2)[CH:24]=1.C([N:39]([CH2:42]C)CC)C.[C:44]([OH:48])([CH3:47])([CH3:46])[CH3:45], predict the reaction product. The product is: [C:44]([O:48][C:42](=[O:8])[NH:39][C:20]1[C:19]([Br:18])=[CH:24][N:23]2[CH:25]=[C:26]([C:28]3[CH:29]=[CH:30][CH:31]=[CH:32][CH:33]=3)[N:27]=[C:22]2[CH:21]=1)([CH3:47])([CH3:46])[CH3:45]. (3) Given the reactants C([O:9][CH2:10][CH2:11][N:12]1[C:20]2[C:19](Cl)=[N:18][CH:17]=[N:16][C:15]=2[CH:14]=[CH:13]1)(=O)C1C=CC=CC=1.[S:22]1[C:26]2[CH:27]=[CH:28][CH:29]=[C:30]([O:31][C:32]3[CH:38]=[CH:37][C:35]([NH2:36])=[CH:34][C:33]=3[O:39][CH3:40])[C:25]=2[CH:24]=[N:23]1.C(=O)([O-])O.[Na+], predict the reaction product. The product is: [S:22]1[C:26]2[CH:27]=[CH:28][CH:29]=[C:30]([O:31][C:32]3[CH:38]=[CH:37][C:35]([NH:36][C:19]4[C:20]5[N:12]([CH2:11][CH2:10][OH:9])[CH:13]=[CH:14][C:15]=5[N:16]=[CH:17][N:18]=4)=[CH:34][C:33]=3[O:39][CH3:40])[C:25]=2[CH:24]=[N:23]1. (4) Given the reactants Br[CH2:2][C:3]1[CH:4]=[CH:5][C:6]([CH3:25])=[C:7]([C:9]2[N:14]=[C:13]3[N:15]([CH3:24])[C:16](=[O:23])[N:17]([CH2:18][C:19]([CH3:22])([CH3:21])[CH3:20])[C:12]3=[CH:11][CH:10]=2)[CH:8]=1.[C-:26]#[N:27].[K+], predict the reaction product. The product is: [CH3:22][C:19]([CH3:21])([CH3:20])[CH2:18][N:17]1[C:12]2[C:13](=[N:14][C:9]([C:7]3[CH:8]=[C:3]([CH2:2][C:26]#[N:27])[CH:4]=[CH:5][C:6]=3[CH3:25])=[CH:10][CH:11]=2)[N:15]([CH3:24])[C:16]1=[O:23]. (5) Given the reactants FC(F)(F)S(O[C:7]1[CH2:16][CH2:15][C:10]2([O:14][CH2:13][CH2:12][O:11]2)[CH2:9][CH:8]=1)(=O)=O.[NH:19]1[C:28]2[C:23](=[CH:24][CH:25]=[CH:26][CH:27]=2)[C:22](B(O)O)=[CH:21][C:20]1=O.[K+].[Br-].C(=O)([O-])[O-].[Na+].[Na+], predict the reaction product. The product is: [O:14]1[C:10]2([CH2:15][CH2:16][C:7]([C:22]3[C:23]4[C:28](=[CH:27][CH:26]=[CH:25][CH:24]=4)[N:19]=[CH:20][CH:21]=3)=[CH:8][CH2:9]2)[O:11][CH2:12][CH2:13]1. (6) The product is: [C:3]([O:7][C:8]([N:10]1[CH2:23][CH2:22][C:21]2[C:20]3[CH:19]=[CH:18][CH:17]=[CH:16][C:15]=3[N:14]([CH2:30][CH2:31][CH2:32][Cl:33])[C:13]=2[CH2:12][CH2:11]1)=[O:9])([CH3:6])([CH3:4])[CH3:5]. Given the reactants [H-].[Na+].[C:3]([O:7][C:8]([N:10]1[CH2:23][CH2:22][C:21]2[C:20]3[CH:19]=[CH:18][CH:17]=[CH:16][C:15]=3[NH:14][C:13]=2[CH2:12][CH2:11]1)=[O:9])([CH3:6])([CH3:5])[CH3:4].CN(C=O)C.Br[CH2:30][CH2:31][CH2:32][Cl:33], predict the reaction product.